This data is from Full USPTO retrosynthesis dataset with 1.9M reactions from patents (1976-2016). The task is: Predict the reactants needed to synthesize the given product. (1) Given the product [Br:1][C:2]1[CH:3]=[CH:4][C:5]([C@@H:8]([C:9]2[N:20]=[N:19][N:18]([CH2:21][Si:22]([CH3:25])([CH3:24])[CH3:23])[CH:10]=2)[NH:11][S:12]([C:14]([CH3:17])([CH3:16])[CH3:15])=[O:13])=[CH:6][CH:7]=1, predict the reactants needed to synthesize it. The reactants are: [Br:1][C:2]1[CH:7]=[CH:6][C:5]([C@H:8]([NH:11][S:12]([C:14]([CH3:17])([CH3:16])[CH3:15])=[O:13])[C:9]#[CH:10])=[CH:4][CH:3]=1.[N:18]([CH2:21][Si:22]([CH3:25])([CH3:24])[CH3:23])=[N+:19]=[N-:20].O=C1O[C@H]([C@H](CO)O)C(O)=C1O. (2) Given the product [Cl:1][C:2]1[C:21]([Cl:22])=[CH:20][C:5]2[N:6]=[C:7]([C:9]3[C:18]4[C:13](=[CH:14][CH:15]=[CH:16][CH:17]=4)[C:12]([CH:30]=[O:31])=[CH:11][CH:10]=3)[NH:8][C:4]=2[CH:3]=1, predict the reactants needed to synthesize it. The reactants are: [Cl:1][C:2]1[C:21]([Cl:22])=[CH:20][C:5]2[N:6]=[C:7]([C:9]3[C:18]4[C:13](=[CH:14][CH:15]=[CH:16][CH:17]=4)[C:12](Br)=[CH:11][CH:10]=3)[NH:8][C:4]=2[CH:3]=1.C([Li])CCC.CN(C)[CH:30]=[O:31].O. (3) Given the product [CH3:3][C:4]1[CH:5]=[C:6]([CH2:11][C:12]([NH:14][CH:15]([CH2:20][C:21]2[CH:22]=[CH:23][CH:24]=[CH:25][CH:26]=2)[C:16]([OH:18])=[O:17])=[O:13])[CH:7]=[C:8]([CH3:10])[CH:9]=1, predict the reactants needed to synthesize it. The reactants are: [OH-].[Na+].[CH3:3][C:4]1[CH:5]=[C:6]([CH2:11][C:12]([NH:14][CH:15]([CH2:20][C:21]2[CH:26]=[CH:25][CH:24]=[CH:23][CH:22]=2)[C:16]([O:18]C)=[O:17])=[O:13])[CH:7]=[C:8]([CH3:10])[CH:9]=1. (4) Given the product [Cl:1][C:2]1[CH:3]=[C:4]2[C:9](=[CH:10][CH:11]=1)[C:8](=[O:12])[N:7]([CH3:13])[C:6]([C:14]([O:16][CH2:17][CH3:18])=[O:15])=[C:5]2[O:19][S:29]([C:32]([F:35])([F:34])[F:33])(=[O:31])=[O:30], predict the reactants needed to synthesize it. The reactants are: [Cl:1][C:2]1[CH:3]=[C:4]2[C:9](=[CH:10][CH:11]=1)[C:8](=[O:12])[N:7]([CH3:13])[C:6]([C:14]([O:16][CH2:17][CH3:18])=[O:15])=[C:5]2[OH:19].[H-].[Na+].C1C=CC(N([S:29]([C:32]([F:35])([F:34])[F:33])(=[O:31])=[O:30])[S:29]([C:32]([F:35])([F:34])[F:33])(=[O:31])=[O:30])=CC=1.O. (5) Given the product [NH2:1][C:2]1[N:7]=[C:6]([NH:8][C:9]2[CH:17]=[CH:16][C:12]([C:13]([NH:28][OH:37])=[O:14])=[CH:11][CH:10]=2)[CH:5]=[C:4]([C:18]2[CH:23]=[C:22]([Br:24])[CH:21]=[CH:20][C:19]=2[O:25][CH2:26][CH3:27])[N:3]=1, predict the reactants needed to synthesize it. The reactants are: [NH2:1][C:2]1[N:7]=[C:6]([NH:8][C:9]2[CH:17]=[CH:16][C:12]([C:13](O)=[O:14])=[CH:11][CH:10]=2)[CH:5]=[C:4]([C:18]2[CH:23]=[C:22]([Br:24])[CH:21]=[CH:20][C:19]=2[O:25][CH2:26][CH3:27])[N:3]=1.[N:28]1([OH:37])C2C=CC=CC=2N=N1.Cl.CN(C)CCCN=C=NCC.Cl.NO.C(N(CC)CC)C. (6) The reactants are: Br[C:2]1[C:3]([N:20]2[CH2:25][CH2:24][CH2:23][C@@H:22]([NH:26]C(=O)OC(C)(C)C)[CH2:21]2)=[C:4]2[C:10]([NH:11][C:12](=[O:19])[C:13]3[CH:18]=[CH:17][CH:16]=[N:15][CH:14]=3)=[CH:9][NH:8][C:5]2=[N:6][CH:7]=1.[Li]C.C([Li])CCC.[Cl-:41].[NH4+]. Given the product [ClH:41].[NH2:26][C@@H:22]1[CH2:23][CH2:24][CH2:25][N:20]([C:3]2[CH:2]=[CH:7][N:6]=[C:5]3[NH:8][CH:9]=[C:10]([NH:11][C:12](=[O:19])[C:13]4[CH:18]=[CH:17][CH:16]=[N:15][CH:14]=4)[C:4]=23)[CH2:21]1, predict the reactants needed to synthesize it. (7) Given the product [C:13]([CH:15]([C:20]1([C:2]2[CH:7]=[CH:6][CH:5]=[CH:4][N:3]=2)[CH2:29][C:24]2([CH2:25][CH2:26][CH2:27][CH2:28]2)[O:23][CH2:22][CH2:21]1)[C:16]([O:18][CH3:19])=[O:17])#[N:14], predict the reactants needed to synthesize it. The reactants are: Br[C:2]1[CH:7]=[CH:6][CH:5]=[CH:4][N:3]=1.C([Mg]Cl)(C)C.[C:13]([C:15](=[C:20]1[CH2:29][C:24]2([CH2:28][CH2:27][CH2:26][CH2:25]2)[O:23][CH2:22][CH2:21]1)[C:16]([O:18][CH3:19])=[O:17])#[N:14]. (8) Given the product [Cl:38][C:30]1([C:25]2[CH:26]=[CH:27][CH:28]=[CH:29][C:24]=2[O:23][CH3:22])[C:6]2[C:5](=[CH:4][C:3]([CH3:16])=[C:2]([Cl:1])[CH:7]=2)[NH:8][C:9]1=[O:15], predict the reactants needed to synthesize it. The reactants are: [Cl:1][C:2]1[CH:7]=[CH:6][C:5]([NH:8][C:9](=[O:15])OC(C)(C)C)=[CH:4][C:3]=1[CH3:16].C([Li])(C)(C)C.[CH3:22][O:23][C:24]1[CH:29]=[CH:28][CH:27]=[CH:26][C:25]=1[C:30](=O)C(OCC)=O.[NH4+].[Cl-:38].